Dataset: Drug-target binding data from BindingDB using Ki measurements. Task: Regression. Given a target protein amino acid sequence and a drug SMILES string, predict the binding affinity score between them. We predict pKi (pKi = -log10(Ki in M); higher means stronger inhibition). Dataset: bindingdb_ki. (1) The drug is CC(C)C[C@H](NC(=O)[C@H](CO)NC(=O)[C@H](C)NC(=O)[C@H](Cc1ccc(O)cc1)NC(=O)[C@H](Cc1ccc(O)cc1)NC(=O)[C@H](CCCN=C(N)N)NC(=O)[C@H](CO)NC(=O)[C@H](CC(C)C)NC(=O)[C@H](CCC(=O)O)NC(=O)[C@H](CCC(=O)O)NC(=O)[C@@H]1CCCN1C(=O)[C@H](CO)NC(=O)[C@H](C)NC(=O)[C@H](CC(=O)O)NC(=O)[C@H](CCC(=O)O)NC(=O)CNC(=O)[C@@H]1CCCN1C(=O)[C@H](C)NC(=O)[C@H](CCC(=O)O)NC(=O)[C@@H]1CCCN1C(=O)[C@H](CCCCN)NC(=O)[C@H](C)NC(=O)[C@@H]1CCCN1C(=O)[C@@H](N)Cc1ccc(O)cc1)C(=O)N[C@@H](CCCN=C(N)N)C(=O)N[C@@H](Cc1c[nH]cn1)C(=O)N[C@@H](Cc1ccc(O)cc1)C(=O)N[C@@H](CC(C)C)C(=O)N[C@@H](CC(N)=O)C(=O)N[C@@H](CC(C)C)C(=O)N[C@H](C(=O)N[C@H](C(=O)N[C@@H](CCCN=C(N)N)C(=O)N[C@@H](CCC(N)=O)C(=O)N[C@@H](CCCN=C(N)N)C(=O)N[C@@H](Cc1ccc(O)cc1)C(=O)O)[C@@H](C)O)C(C)C. The target protein (P97295) has sequence MGPVGAEADENQTVEVKVEPYGPGHTTPRGELPPDPEPELIDSTKLVEVQVILILAYCSIILLGVVGNSLVIHVVIKFKSMRTVTNFFIANLAVADLLVNTLCLPFTLTYTLMGEWKMGPVLCHLVPYAQGLAVQVSTITLTVIALDRHRCIVYHLESKISKRISFLIIGLAWGISALLASPLAIFREYSLIEIIPDFEIVACTEKWPGEEKSVYGTVYSLSTLLILYVLPLGIISFSYTRIWSKLRNHVSPGAASDHYHQRRHKMTKMLVCVVVVFAVSWLPLHAFQLAVDIDSHVLDLKEYKLIFTVFHIIAMCSTFANPLLYGWMNSNYRKAFLSAFRCEQRLDAIHSEVSMTFKAKKNLEVKKNNGPTDSFSEATNV. The pKi is 9.1. (2) The compound is CC1N=C(N)N=C(N)N1c1ccc(Cl)c(Cl)c1. The pKi is 8.8. The target protein sequence is MMEQVCDVFDIYAICACCKVESKNEGKKNEVFNNYTFRGLGNKGVLPWKCNSLDMKYFCAVTTYVNESKYEKLKYKRCKYLNKETVDNVNDMPNSKKLQNVVVMGRTSWESIPKKFKPLSNRINVILSRTLKKEDFDEDVYIINKVEDLIVLLGKLNYYKCFIIGGSVVYQEFLEKKLIKKIYFTRINSTYECDVFFPEINENEYQIISVSDVYTSNNTTLDFIIYKKTNNKMLNEQNCIKGEEKNNDMPLKNDDKDTCHMKKLTEFYKNVDKYKINYENDDDDEEEDDFVYFNFNKEKEEKNKNSIHPNDFQIYNSLKYKYHPEYQYLNIIYDIMMNGNKQSDRTGVGVLSKFGYIMKFDLSQYFPLLTTKKLFLRGIIEELLWFIRGETNGNTLLNKNVRIWEANGTREFLDNRKLFHREVNDLGPIYGFQWRHFGAEYTNMYDNYENKGVDQLKNIINLIKNDPTSRRILLCAWNVKDLDQMALPPCHILCQFYVFD....